From a dataset of Reaction yield outcomes from USPTO patents with 853,638 reactions. Predict the reaction yield, written as a fraction of the theoretical maximum amount of product (1.0 means a 100% yield; for example, 0.34 means a 34% yield). (1) The reactants are [Cl:1][C:2]1[C:3]([CH3:28])=[C:4]([C:21]2[CH:22]=[N:23][CH:24]=[C:25]([F:27])[CH:26]=2)[C:5]([O:19][CH3:20])=[C:6]([CH:8]([NH:11]C(=O)OC(C)(C)C)[CH2:9][CH3:10])[CH:7]=1. The catalyst is Cl.O1CCOCC1. The product is [Cl:1][C:2]1[C:3]([CH3:28])=[C:4]([C:21]2[CH:22]=[N:23][CH:24]=[C:25]([F:27])[CH:26]=2)[C:5]([O:19][CH3:20])=[C:6]([CH:8]([NH2:11])[CH2:9][CH3:10])[CH:7]=1. The yield is 1.00. (2) The reactants are [Cl:1][C:2]1[C:3]([C:51]([F:54])([F:53])[F:52])=[CH:4][C:5]2[N:9]=[C:8]([CH2:10][CH2:11][CH:12]3[CH2:15][CH:14]([N:16]([CH2:18][C@@H:19]4[C@H:23]5[O:24]C(C)(C)[O:26][C@H:22]5[C@H:21]([N:29]5[C:33]6[N:34]=[CH:35][N:36]=[C:37]([NH:38]CC7C=CC(OC)=CC=7OC)[C:32]=6[CH:31]=[CH:30]5)[CH2:20]4)[CH3:17])[CH2:13]3)[NH:7][C:6]=2[CH:50]=1. The catalyst is FC(F)(F)C(O)=O.O. The product is [NH2:38][C:37]1[C:32]2[CH:31]=[CH:30][N:29]([C@@H:21]3[CH2:20][C@H:19]([CH2:18][N:16]([CH:14]4[CH2:13][CH:12]([CH2:11][CH2:10][C:8]5[NH:7][C:6]6[CH:50]=[C:2]([Cl:1])[C:3]([C:51]([F:53])([F:52])[F:54])=[CH:4][C:5]=6[N:9]=5)[CH2:15]4)[CH3:17])[C@@H:23]([OH:24])[C@H:22]3[OH:26])[C:33]=2[N:34]=[CH:35][N:36]=1. The yield is 0.690. (3) The reactants are [C:1]1([NH:7][C:8]2[CH:13]=[CH:12][CH:11]=[CH:10][CH:9]=2)[CH:6]=[CH:5][CH:4]=[CH:3][CH:2]=1.CC(C)([O-])C.[Na+].Cl[C:21]1[CH:26]=[CH:25][C:24]([O:27][CH3:28])=[CH:23][CH:22]=1. The catalyst is C1(C)C=CC=CC=1.C1(C2(C3C=CC=CC=3)CC2(P(C(C)(C)C)C(C)(C)C)C)C=CC=CC=1. The product is [C:8]1([N:7]([C:1]2[CH:2]=[CH:3][CH:4]=[CH:5][CH:6]=2)[C:21]2[CH:26]=[CH:25][C:24]([O:27][CH3:28])=[CH:23][CH:22]=2)[CH:9]=[CH:10][CH:11]=[CH:12][CH:13]=1. The yield is 0.950. (4) The reactants are [O:1]1[CH2:6][CH2:5][N:4]([C:7]2[N:12]=[C:11]([N:13]3[CH2:18][CH2:17][O:16][CH2:15][CH2:14]3)[N:10]=[C:9]([C:19]3[CH:24]=[CH:23][C:22]([NH:25][C:26](=[O:37])[NH:27][C:28]4[CH:36]=[CH:35][C:31]([C:32]([OH:34])=O)=[CH:30][CH:29]=4)=[CH:21][CH:20]=3)[N:8]=2)[CH2:3][CH2:2]1.C[CH2:39][N:40](C(C)C)C(C)C.CN(C(ON1N=NC2C=CC=CC1=2)=[N+](C)C)C.F[P-](F)(F)(F)(F)F.CN. The catalyst is CN1C(=O)CCC1. The product is [O:16]1[CH2:15][CH2:14][N:13]([C:11]2[N:12]=[C:7]([N:4]3[CH2:3][CH2:2][O:1][CH2:6][CH2:5]3)[N:8]=[C:9]([C:19]3[CH:20]=[CH:21][C:22]([NH:25][C:26](=[O:37])[NH:27][C:28]4[CH:36]=[CH:35][C:31]([C:32]([NH:40][CH3:39])=[O:34])=[CH:30][CH:29]=4)=[CH:23][CH:24]=3)[N:10]=2)[CH2:18][CH2:17]1. The yield is 0.770. (5) The reactants are [Cl:1][C:2]1[CH:7]=[CH:6][C:5]([CH:8]2[C:12]3[NH:13][C:14]([CH3:16])=[N:15][C:11]=3[C:10](=[O:17])[N:9]2[C:18]2[CH:27]=[C:26]([CH3:28])[C:21]3[N:22]=[N:23][N:24]([CH3:25])[C:20]=3[CH:19]=2)=[CH:4][CH:3]=1.C([O-])([O-])=O.[K+].[K+].[CH:35](I)([CH3:37])[CH3:36].O. The catalyst is CC#N. The product is [Cl:1][C:2]1[CH:7]=[CH:6][C:5]([CH:8]2[C:12]3[N:13]([CH:35]([CH3:37])[CH3:36])[C:14]([CH3:16])=[N:15][C:11]=3[C:10](=[O:17])[N:9]2[C:18]2[CH:27]=[C:26]([CH3:28])[C:21]3[N:22]=[N:23][N:24]([CH3:25])[C:20]=3[CH:19]=2)=[CH:4][CH:3]=1. The yield is 0.0990. (6) The yield is 0.350. The product is [CH3:3][NH:2][C:6]1[C:7]([N+:16]([O-:18])=[O:17])=[C:8]2[C:13](=[CH:14][CH:15]=1)[N:12]=[CH:11][CH:10]=[N:9]2. The reactants are C[N:2]([C:6]1[CH:7]=[C:8]2[C:13](=[CH:14][CH:15]=1)[N:12]=[CH:11][CH:10]=[N:9]2)[C:3](=O)C.[N+:16]([O-])([O-:18])=[O:17].[K+].O.[OH-].[Na+]. The catalyst is C(Cl)Cl.S(=O)(=O)(O)O. (7) The yield is 0.620. The catalyst is O1CCCC1.O.S(=O)(=O)(O)O. The product is [CH:2]([C:6]1[CH:7]=[CH:8][C:9]([CH2:10][NH:11][C:12]([C:14]2[CH:15]=[C:16]3[C:21](=[CH:22][CH:23]=2)[N:20]=[CH:19][CH:18]=[CH:17]3)=[O:13])=[CH:24][CH:25]=1)=[O:1]. The reactants are [O:1]1CCO[CH:2]1[C:6]1[CH:25]=[CH:24][C:9]([CH2:10][NH:11][C:12]([C:14]2[CH:15]=[C:16]3[C:21](=[CH:22][CH:23]=2)[N:20]=[CH:19][CH:18]=[CH:17]3)=[O:13])=[CH:8][CH:7]=1.C(=O)(O)[O-].[Na+].